Task: Binary Classification. Given a drug SMILES string, predict its activity (active/inactive) in a high-throughput screening assay against a specified biological target.. Dataset: Choline transporter screen with 302,306 compounds (1) The drug is O1C2(C(C(CC2)(C1=O)C)(C)C)C(=O)NNc1ccccc1. The result is 0 (inactive). (2) The molecule is ClC=1CC2C(CC1)C(=O)N(C2=O)CCN1CCOCC1. The result is 0 (inactive). (3) The compound is O=C(NC1CCCC1)c1c(n(c2nc3n(c(=O)c2c1)cccc3)CCc1cc(OC)c(OC)cc1)=N. The result is 0 (inactive).